This data is from Reaction yield outcomes from USPTO patents with 853,638 reactions. The task is: Predict the reaction yield, written as a fraction of the theoretical maximum amount of product (1.0 means a 100% yield; for example, 0.34 means a 34% yield). (1) The reactants are [S:1]1[C:5]2[CH:6]=[CH:7][CH:8]=[CH:9][C:4]=2[CH:3]=[C:2]1[C:10]([OH:12])=O.C(Cl)(=O)C([Cl:16])=O.CN(C=O)C. The catalyst is ClCCl. The product is [S:1]1[C:5]2[CH:6]=[CH:7][CH:8]=[CH:9][C:4]=2[CH:3]=[C:2]1[C:10]([Cl:16])=[O:12]. The yield is 0.230. (2) The reactants are C([N:3](CC)[CH:4]=[CH:5][C:6]([C:8]1[CH:9]=[C:10]([NH:16][C:17]([NH:19][C:20]2[CH:25]=[CH:24][C:23]([F:26])=[CH:22][C:21]=2[F:27])=[O:18])[CH:11]=[CH:12][C:13]=1[O:14][CH3:15])=O)C.[NH2:30]N. The catalyst is CO.C(O)(=O)C. The product is [F:27][C:21]1[CH:22]=[C:23]([F:26])[CH:24]=[CH:25][C:20]=1[NH:19][C:17]([NH:16][C:10]1[CH:11]=[CH:12][C:13]([O:14][CH3:15])=[C:8]([C:6]2[NH:30][N:3]=[CH:4][CH:5]=2)[CH:9]=1)=[O:18]. The yield is 0.760. (3) The catalyst is CO. The yield is 0.870. The reactants are C1(S([C:10]([F:22])([F:21])[CH2:11][CH2:12][CH2:13][CH2:14][C:15]2[CH:20]=[CH:19][CH:18]=[CH:17][CH:16]=2)(=O)=O)C=CC=CC=1. The product is [F:21][CH:10]([F:22])[CH2:11][CH2:12][CH2:13][CH2:14][C:15]1[CH:20]=[CH:19][CH:18]=[CH:17][CH:16]=1. (4) The reactants are [C:1](N1C=CN=C1)(N1C=CN=C1)=[O:2].[NH2:13][CH2:14][CH2:15][CH2:16][C:17]1[CH:22]=[CH:21][N:20]=[CH:19][CH:18]=1.Cl.[C:24]12([CH2:34][CH2:35][NH:36][CH2:37][CH2:38][CH2:39][CH2:40][CH3:41])[CH2:33][CH:28]3[CH2:29][CH:30]([CH2:32][CH:26]([CH2:27]3)[CH2:25]1)[CH2:31]2. The catalyst is O1CCCC1.C(OCC)(=O)C. The product is [C:24]12([CH2:34][CH2:35][N:36]([CH2:37][CH2:38][CH2:39][CH2:40][CH3:41])[C:1]([NH:13][CH2:14][CH2:15][CH2:16][C:17]3[CH:22]=[CH:21][N:20]=[CH:19][CH:18]=3)=[O:2])[CH2:31][CH:30]3[CH2:29][CH:28]([CH2:27][CH:26]([CH2:32]3)[CH2:25]1)[CH2:33]2. The yield is 0.730.